Task: Regression/Classification. Given a drug SMILES string, predict its absorption, distribution, metabolism, or excretion properties. Task type varies by dataset: regression for continuous measurements (e.g., permeability, clearance, half-life) or binary classification for categorical outcomes (e.g., BBB penetration, CYP inhibition). Dataset: cyp2c19_veith.. Dataset: CYP2C19 inhibition data for predicting drug metabolism from PubChem BioAssay (1) The drug is Clc1ccc(Cn2c(-c3cccnc3Cl)nc3ccccc32)c(Cl)c1. The result is 1 (inhibitor). (2) The molecule is O=C(O)Cc1cccnc1C(=O)O. The result is 0 (non-inhibitor). (3) The compound is CCSc1nnc(-c2ccncc2)o1. The result is 1 (inhibitor). (4) The molecule is COc1cccc(-c2nnc3n2N=C(C(C)(C)C)CS3)c1. The result is 1 (inhibitor).